Dataset: NCI-60 drug combinations with 297,098 pairs across 59 cell lines. Task: Regression. Given two drug SMILES strings and cell line genomic features, predict the synergy score measuring deviation from expected non-interaction effect. (1) Drug 1: CNC(=O)C1=NC=CC(=C1)OC2=CC=C(C=C2)NC(=O)NC3=CC(=C(C=C3)Cl)C(F)(F)F. Drug 2: C1CC(=O)NC(=O)C1N2C(=O)C3=CC=CC=C3C2=O. Cell line: NCI-H460. Synergy scores: CSS=3.79, Synergy_ZIP=-0.173, Synergy_Bliss=2.70, Synergy_Loewe=1.85, Synergy_HSA=-0.516. (2) Drug 2: CC(C)(C#N)C1=CC(=CC(=C1)CN2C=NC=N2)C(C)(C)C#N. Cell line: SF-295. Drug 1: CNC(=O)C1=NC=CC(=C1)OC2=CC=C(C=C2)NC(=O)NC3=CC(=C(C=C3)Cl)C(F)(F)F. Synergy scores: CSS=-2.12, Synergy_ZIP=-1.18, Synergy_Bliss=-5.96, Synergy_Loewe=-6.37, Synergy_HSA=-6.48. (3) Drug 1: CNC(=O)C1=NC=CC(=C1)OC2=CC=C(C=C2)NC(=O)NC3=CC(=C(C=C3)Cl)C(F)(F)F. Drug 2: C1C(C(OC1N2C=NC(=NC2=O)N)CO)O. Cell line: SK-MEL-5. Synergy scores: CSS=8.96, Synergy_ZIP=-3.47, Synergy_Bliss=-1.33, Synergy_Loewe=-10.6, Synergy_HSA=0.828. (4) Drug 1: CC1=C2C(C(=O)C3(C(CC4C(C3C(C(C2(C)C)(CC1OC(=O)C(C(C5=CC=CC=C5)NC(=O)C6=CC=CC=C6)O)O)OC(=O)C7=CC=CC=C7)(CO4)OC(=O)C)O)C)OC(=O)C. Drug 2: C1=NC(=NC(=O)N1C2C(C(C(O2)CO)O)O)N. Cell line: HT29. Synergy scores: CSS=23.2, Synergy_ZIP=-2.83, Synergy_Bliss=-0.165, Synergy_Loewe=-9.66, Synergy_HSA=-0.824. (5) Drug 1: CN(CC1=CN=C2C(=N1)C(=NC(=N2)N)N)C3=CC=C(C=C3)C(=O)NC(CCC(=O)O)C(=O)O. Drug 2: C1=CC(=C(C=C1I)F)NC2=C(C=CC(=C2F)F)C(=O)NOCC(CO)O. Cell line: SK-OV-3. Synergy scores: CSS=9.22, Synergy_ZIP=-2.87, Synergy_Bliss=-0.102, Synergy_Loewe=-0.0507, Synergy_HSA=2.25. (6) Drug 1: CCC1=CC2CC(C3=C(CN(C2)C1)C4=CC=CC=C4N3)(C5=C(C=C6C(=C5)C78CCN9C7C(C=CC9)(C(C(C8N6C)(C(=O)OC)O)OC(=O)C)CC)OC)C(=O)OC.C(C(C(=O)O)O)(C(=O)O)O. Drug 2: CNC(=O)C1=NC=CC(=C1)OC2=CC=C(C=C2)NC(=O)NC3=CC(=C(C=C3)Cl)C(F)(F)F. Cell line: SF-295. Synergy scores: CSS=55.4, Synergy_ZIP=0.0237, Synergy_Bliss=-0.717, Synergy_Loewe=-9.83, Synergy_HSA=4.26. (7) Drug 2: CC1C(C(CC(O1)OC2CC(OC(C2O)C)OC3=CC4=CC5=C(C(=O)C(C(C5)C(C(=O)C(C(C)O)O)OC)OC6CC(C(C(O6)C)O)OC7CC(C(C(O7)C)O)OC8CC(C(C(O8)C)O)(C)O)C(=C4C(=C3C)O)O)O)O. Cell line: SNB-75. Synergy scores: CSS=19.9, Synergy_ZIP=2.96, Synergy_Bliss=2.08, Synergy_Loewe=-3.53, Synergy_HSA=2.97. Drug 1: C1=CC(=CC=C1CCC2=CNC3=C2C(=O)NC(=N3)N)C(=O)NC(CCC(=O)O)C(=O)O.